From a dataset of Catalyst prediction with 721,799 reactions and 888 catalyst types from USPTO. Predict which catalyst facilitates the given reaction. (1) Reactant: [NH2:1][C:2]1[C:3]([F:20])=[C:4]([C:8]([C:10]2[C:18]3[C:13](=[N:14][CH:15]=[C:16]([Br:19])[CH:17]=3)[NH:12][CH:11]=2)=[O:9])[CH:5]=[CH:6][CH:7]=1.N1C=CC=CC=1.[F:27][C:28]1[CH:33]=[CH:32][CH:31]=[CH:30][C:29]=1[S:34](Cl)(=[O:36])=[O:35].Cl. Product: [Br:19][C:16]1[CH:17]=[C:18]2[C:10]([C:8]([C:4]3[C:3]([F:20])=[C:2]([NH:1][S:34]([C:29]4[CH:30]=[CH:31][CH:32]=[CH:33][C:28]=4[F:27])(=[O:36])=[O:35])[CH:7]=[CH:6][CH:5]=3)=[O:9])=[CH:11][NH:12][C:13]2=[N:14][CH:15]=1. The catalyst class is: 7. (2) Reactant: [CH3:1][O:2][C:3](=[O:21])[C@H:4]([CH2:13][C:14]1[CH:19]=[CH:18][C:17]([NH2:20])=[CH:16][CH:15]=1)[NH:5][C:6]([O:8][C:9]([CH3:12])([CH3:11])[CH3:10])=[O:7].[Cl:22][C:23]1[CH:31]=[CH:30][C:29]([Br:32])=[CH:28][C:24]=1[C:25](O)=[O:26].CN(C(ON1N=NC2C=CC=CC1=2)=[N+](C)C)C.F[P-](F)(F)(F)(F)F.C(N(C(C)C)CC)(C)C. Product: [CH3:1][O:2][C:3](=[O:21])[C@H:4]([CH2:13][C:14]1[CH:19]=[CH:18][C:17]([NH:20][C:25]([C:24]2[CH:28]=[C:29]([Br:32])[CH:30]=[CH:31][C:23]=2[Cl:22])=[O:26])=[CH:16][CH:15]=1)[NH:5][C:6]([O:8][C:9]([CH3:12])([CH3:10])[CH3:11])=[O:7]. The catalyst class is: 18.